This data is from CYP3A4 inhibition data for predicting drug metabolism from PubChem BioAssay. The task is: Regression/Classification. Given a drug SMILES string, predict its absorption, distribution, metabolism, or excretion properties. Task type varies by dataset: regression for continuous measurements (e.g., permeability, clearance, half-life) or binary classification for categorical outcomes (e.g., BBB penetration, CYP inhibition). Dataset: cyp3a4_veith. (1) The result is 0 (non-inhibitor). The molecule is CONC(=O)c1cc(OCC(F)(F)F)ccc1OCC(F)(F)F. (2) The drug is CC(C)=CCC/C(C)=C/CO/N=C1/C[C@@H](O)[C@@H](O)[C@@H]2[C@@H]3C(=O)N(C4CCCCC4)C(=O)[C@H]3CC[C@@H]12. The result is 0 (non-inhibitor).